Dataset: Full USPTO retrosynthesis dataset with 1.9M reactions from patents (1976-2016). Task: Predict the reactants needed to synthesize the given product. (1) Given the product [F:21][C:2]([F:1])([F:20])[C:3]1[CH:4]=[C:5]([C@@H:13]2[O:17][C:16](=[O:18])[N:15]([CH2:53][C:44]3[CH:45]=[C:46]([C:49]([F:50])([F:51])[F:52])[CH:47]=[CH:48][C:43]=3[C:35]3[CH:36]=[C:37]([CH:40]([CH3:42])[CH3:41])[CH:38]=[CH:39][C:34]=3[O:33][CH3:32])[C@H:14]2[CH3:19])[CH:6]=[C:7]([C:9]([F:10])([F:11])[F:12])[CH:8]=1, predict the reactants needed to synthesize it. The reactants are: [F:1][C:2]([F:21])([F:20])[C:3]1[CH:4]=[C:5]([C@@H:13]2[O:17][C:16](=[O:18])[NH:15][C@H:14]2[CH3:19])[CH:6]=[C:7]([C:9]([F:12])([F:11])[F:10])[CH:8]=1.C[Si]([N-][Si](C)(C)C)(C)C.[Na+].[CH3:32][O:33][C:34]1[C:35]([C:43]2[CH:48]=[CH:47][C:46]([C:49]([F:52])([F:51])[F:50])=[CH:45][C:44]=2[CH2:53]Br)=[CH:36][C:37]([CH:40]([CH3:42])[CH3:41])=[CH:38][CH:39]=1. (2) The reactants are: ON1C2C=CC=CC=2N=N1.[NH:11]1[CH2:15][CH2:14][CH:13]([C:16]2[C:24]3[C:19](=[CH:20][CH:21]=[CH:22][CH:23]=3)[NH:18][CH:17]=2)[CH2:12]1.CN1CCOCC1.[CH3:32][N:33]([CH3:51])[C:34]1([C:44]2[CH:49]=[CH:48][C:47]([F:50])=[CH:46][CH:45]=2)[CH2:39][CH2:38][C:37](=[CH:40][C:41](O)=[O:42])[CH2:36][CH2:35]1.C1(N=C=NC2CCCCC2)CCCCC1.C(NC1CCCCC1)(NC1CCCCC1)=O.[OH-].[Na+]. Given the product [CH3:51][N:33]([CH3:32])[C:34]1([C:44]2[CH:45]=[CH:46][C:47]([F:50])=[CH:48][CH:49]=2)[CH2:39][CH2:38][C:37](=[CH:40][C:41]([N:11]2[CH2:15][CH2:14][CH:13]([C:16]3[C:24]4[C:19](=[CH:20][CH:21]=[CH:22][CH:23]=4)[NH:18][CH:17]=3)[CH2:12]2)=[O:42])[CH2:36][CH2:35]1, predict the reactants needed to synthesize it. (3) Given the product [C:18]1([NH:1][C:2]2[CH:3]=[C:4]([CH:14]=[CH:15][C:16]=2[F:17])[C:5]([NH:7][C:8]2[CH:13]=[CH:12][CH:11]=[CH:10][CH:9]=2)=[O:6])[CH:23]=[CH:22][CH:21]=[CH:20][CH:19]=1, predict the reactants needed to synthesize it. The reactants are: [NH2:1][C:2]1[CH:3]=[C:4]([CH:14]=[CH:15][C:16]=1[F:17])[C:5]([NH:7][C:8]1[CH:13]=[CH:12][CH:11]=[CH:10][CH:9]=1)=[O:6].[C:18]1([Bi]([C:18]2[CH:23]=[CH:22][CH:21]=[CH:20][CH:19]=2)[C:18]2[CH:23]=[CH:22][CH:21]=[CH:20][CH:19]=2)[CH:23]=[CH:22][CH:21]=[CH:20][CH:19]=1.C([O-])(=O)C.C(N(CC)CC)C. (4) Given the product [Br:1][C:2]1[CH:3]=[N:4][C:5]([O:11][CH3:12])=[C:6]([CH:10]=1)[C:17]([O:21][CH3:20])=[O:18], predict the reactants needed to synthesize it. The reactants are: [Br:1][C:2]1[CH:3]=[N:4][C:5]([OH:11])=[C:6]([CH:10]=1)C(O)=O.[CH3:12]N(C)C=O.[CH3:17][O-:18].[Na+].[CH3:20][OH:21].